The task is: Predict which catalyst facilitates the given reaction.. This data is from Catalyst prediction with 721,799 reactions and 888 catalyst types from USPTO. (1) Reactant: [CH2:1]([N:5]([CH2:39][CH2:40][CH2:41][CH3:42])[C:6]1[CH:11]=[CH:10][C:9]([CH:12]=[CH:13][C:14]2[S:18][C:17]([CH:19]=O)=[CH:16][CH:15]=2)=[C:8]([O:21][Si:22]([C:35]([CH3:38])([CH3:37])[CH3:36])([C:29]2[CH:34]=[CH:33][CH:32]=[CH:31][CH:30]=2)[C:23]2[CH:28]=[CH:27][CH:26]=[CH:25][CH:24]=2)[CH:7]=1)[CH2:2][CH2:3][CH3:4].[C:43]([C:45]1[C:46](=[C:56]([C:59]#[N:60])[C:57]#[N:58])[O:47][C:48]([CH3:55])([C:51]([F:54])([F:53])[F:52])[C:49]=1[CH3:50])#[N:44]. Product: [CH2:39]([N:5]([CH2:1][CH2:2][CH2:3][CH3:4])[C:6]1[CH:11]=[CH:10][C:9]([CH:12]=[CH:13][C:14]2[S:18][C:17]([CH:19]=[CH:50][C:49]3[C:48]([CH3:55])([C:51]([F:54])([F:52])[F:53])[O:47][C:46](=[C:56]([C:57]#[N:58])[C:59]#[N:60])[C:45]=3[C:43]#[N:44])=[CH:16][CH:15]=2)=[C:8]([O:21][Si:22]([C:35]([CH3:38])([CH3:37])[CH3:36])([C:23]2[CH:28]=[CH:27][CH:26]=[CH:25][CH:24]=2)[C:29]2[CH:34]=[CH:33][CH:32]=[CH:31][CH:30]=2)[CH:7]=1)[CH2:40][CH2:41][CH3:42]. The catalyst class is: 199. (2) Reactant: [Cl:1][C:2]1[CH:7]=[CH:6][C:5]([S:8][C:9]2[C:17]3[C:12](=[N:13][CH:14]=[CH:15][CH:16]=3)[NH:11][C:10]=2[CH:18]=[O:19])=[CH:4][CH:3]=1.[C:20]1([Mg]Br)[CH:25]=[CH:24][CH:23]=[CH:22][CH:21]=1. Product: [Cl:1][C:2]1[CH:7]=[CH:6][C:5]([S:8][C:9]2[C:17]3[C:12](=[N:13][CH:14]=[CH:15][CH:16]=3)[NH:11][C:10]=2[CH:18]([C:20]2[CH:25]=[CH:24][CH:23]=[CH:22][CH:21]=2)[OH:19])=[CH:4][CH:3]=1. The catalyst class is: 1. (3) Product: [Cl:39][C:33]1[CH:34]=[C:35]([F:38])[CH:36]=[CH:37][C:32]=1[S:29]([NH:28][C@@H:25]([CH2:26][OH:27])[CH2:24][CH2:23][CH2:22][NH:21][C:18]([C@@H:13]([NH:12][C:10]([C:2]1[S:1][C:5]2[CH:6]=[CH:7][CH:8]=[CH:9][C:4]=2[CH:3]=1)=[O:11])[CH2:14][CH:15]([CH3:16])[CH3:17])=[O:20])(=[O:31])=[O:30]. The catalyst class is: 2. Reactant: [S:1]1[C:5]2[CH:6]=[CH:7][CH:8]=[CH:9][C:4]=2[CH:3]=[C:2]1[C:10]([NH:12][C@H:13]([C:18]([OH:20])=O)[CH2:14][CH:15]([CH3:17])[CH3:16])=[O:11].[NH2:21][CH2:22][CH2:23][CH2:24][C@@H:25]([NH:28][S:29]([C:32]1[CH:37]=[CH:36][C:35]([F:38])=[CH:34][C:33]=1[Cl:39])(=[O:31])=[O:30])[CH2:26][OH:27].C1C=C2C(N(O)N=NC2=CC=1)=O.CCN=C=NCCCN(C)C.Cl.CN1CCOCC1. (4) Reactant: [C:1]([C:3]1[CH:18]=[CH:17][C:6]([CH:7]=[C:8]([C:14](=O)[CH3:15])[C:9]([O:11][CH2:12][CH3:13])=[O:10])=[CH:5][CH:4]=1)#[N:2].[CH3:19][C:20]1[NH:21][C:22]([NH2:25])=[N:23][N:24]=1.C(=O)(O)[O-].[Na+]. Product: [C:1]([C:3]1[CH:18]=[CH:17][C:6]([CH:7]2[N:23]3[N:24]=[C:20]([CH3:19])[N:21]=[C:22]3[NH:25][C:14]([CH3:15])=[C:8]2[C:9]([O:11][CH2:12][CH3:13])=[O:10])=[CH:5][CH:4]=1)#[N:2]. The catalyst class is: 3. (5) Reactant: C([SiH](CC)CC)C.Cl[C:9]1[CH:18]=[C:17]([C:19]([F:22])([F:21])[F:20])[C:16]2[C:11](=[CH:12][CH:13]=[CH:14][CH:15]=2)[N:10]=1. Product: [F:22][C:19]([F:20])([F:21])[C:17]1[C:16]2[C:11](=[CH:12][CH:13]=[CH:14][CH:15]=2)[N:10]=[CH:9][CH:18]=1. The catalyst class is: 23. (6) Reactant: CC1(C)[O:6][CH:5]([CH2:7][O:8][C:9]2[CH:14]=[CH:13][C:12]([C:15](=[O:24])[CH2:16][C:17](=O)[C:18]([O:20][CH2:21][CH3:22])=[O:19])=[CH:11][CH:10]=2)[CH2:4][O:3]1.[NH2:26]O. Product: [OH:6][CH:5]([CH2:4][OH:3])[CH2:7][O:8][C:9]1[CH:14]=[CH:13][C:12]([C:15]2[O:24][N:26]=[C:17]([C:18]([O:20][CH2:21][CH3:22])=[O:19])[CH:16]=2)=[CH:11][CH:10]=1. The catalyst class is: 653.